This data is from Reaction yield outcomes from USPTO patents with 853,638 reactions. The task is: Predict the reaction yield, written as a fraction of the theoretical maximum amount of product (1.0 means a 100% yield; for example, 0.34 means a 34% yield). (1) The reactants are [CH2:1]([N:5]1[C:14]2[C:9](=[N:10][CH:11]=[C:12]([CH2:15][C:16]3[CH:21]=[CH:20][C:19]([F:22])=[CH:18][CH:17]=3)[CH:13]=2)[C:8]([OH:23])=[C:7]([C:24](OCC)=[O:25])[C:6]1=[O:29])[CH2:2][CH2:3][CH3:4].[NH2:30][CH2:31][CH2:32][NH:33][C:34](=[O:36])[CH3:35]. No catalyst specified. The product is [C:34]([NH:33][CH2:32][CH2:31][NH:30][C:24]([C:7]1[C:6](=[O:29])[N:5]([CH2:1][CH2:2][CH2:3][CH3:4])[C:14]2[C:9]([C:8]=1[OH:23])=[N:10][CH:11]=[C:12]([CH2:15][C:16]1[CH:17]=[CH:18][C:19]([F:22])=[CH:20][CH:21]=1)[CH:13]=2)=[O:25])(=[O:36])[CH3:35]. The yield is 0.590. (2) The reactants are [C:1]([O:5][C@@H:6]([C@H:8]1[CH2:12][O:11][C:10](=[O:13])[NH:9]1)[CH3:7])([CH3:4])([CH3:3])[CH3:2].[Cl:14][C:15]1[N:20]=[C:19](Cl)[CH:18]=[C:17]([Cl:22])[N:16]=1.[H-].[Na+]. The catalyst is CN(C=O)C.CCOC(C)=O. The product is [C:1]([O:5][C@@H:6]([C@H:8]1[CH2:12][O:11][C:10](=[O:13])[N:9]1[C:19]1[CH:18]=[C:17]([Cl:22])[N:16]=[C:15]([Cl:14])[N:20]=1)[CH3:7])([CH3:2])([CH3:3])[CH3:4]. The yield is 0.690. (3) No catalyst specified. The product is [CH3:1][C:2]1[CH:3]=[CH:4][C:5]([S:8]([O:11][CH2:12][CH2:13][C:14]2[CH:15]=[C:16]3[C:21](=[CH:22][CH:23]=2)[O:20][CH2:19][CH:18]([OH:25])[C:17]3([O:29][CH3:27])[O:24][CH3:42])(=[O:10])=[O:9])=[CH:6][CH:7]=1. The reactants are [CH3:1][C:2]1[CH:7]=[CH:6][C:5]([S:8]([O:11][CH2:12][CH2:13][C:14]2[CH:15]=[C:16]3[C:21](=[CH:22][CH:23]=2)[O:20][CH2:19][CH2:18][C:17]3=[O:24])(=[O:10])=[O:9])=[CH:4][CH:3]=1.[OH-:25].[K+].[C:27](OC1C(OC(=O)C)=C(I)C=CC=1)(=[O:29])C.[CH3:42]O. The yield is 0.760.